Dataset: Full USPTO retrosynthesis dataset with 1.9M reactions from patents (1976-2016). Task: Predict the reactants needed to synthesize the given product. (1) Given the product [C:29]([N:13]1[N:12]=[C:11]([NH:10][C:9]2[CH:8]=[CH:7][C:6]([Cl:5])=[CH:22][CH:21]=2)[C:20]2[C:15](=[CH:16][CH:17]=[CH:18][CH:19]=2)[CH:14]1[C:27]#[N:28])(=[O:36])[C:30]1[CH:35]=[CH:34][CH:33]=[CH:32][CH:31]=1, predict the reactants needed to synthesize it. The reactants are: [Cl-].[Al+3].[Cl-].[Cl-].[Cl:5][C:6]1[CH:22]=[CH:21][C:9]([NH:10][C:11]2[C:20]3[C:15](=[CH:16][CH:17]=[CH:18][CH:19]=3)[CH:14]=[N:13][N:12]=2)=[CH:8][CH:7]=1.C[Si]([C:27]#[N:28])(C)C.[C:29](Cl)(=[O:36])[C:30]1[CH:35]=[CH:34][CH:33]=[CH:32][CH:31]=1. (2) Given the product [N:34]1[CH:39]=[CH:38][CH:37]=[CH:36][C:35]=1[O:40][C:41]1[CH:49]=[CH:48][C:44]([C:45]([NH:2][CH2:3][C:4]2[CH:5]=[C:6]([CH2:12][CH:13]([CH2:19][CH3:20])[C:14]([O:16][CH2:17][CH3:18])=[O:15])[CH:7]=[CH:8][C:9]=2[O:10][CH3:11])=[O:46])=[CH:43][CH:42]=1, predict the reactants needed to synthesize it. The reactants are: Cl.[NH2:2][CH2:3][C:4]1[CH:5]=[C:6]([CH2:12][CH:13]([CH2:19][CH3:20])[C:14]([O:16][CH2:17][CH3:18])=[O:15])[CH:7]=[CH:8][C:9]=1[O:10][CH3:11].C(N(CC)CC)C.C(Cl)(=O)OCC.[N:34]1[CH:39]=[CH:38][CH:37]=[CH:36][C:35]=1[O:40][C:41]1[CH:49]=[CH:48][C:44]([C:45](O)=[O:46])=[CH:43][CH:42]=1. (3) Given the product [C:1]([C:3]1[CH:4]=[C:5]([N:10]([CH2:15][C:16]2[CH:21]=[CH:20][CH:19]=[C:18]([C:25]3[CH:24]=[N:23][CH:28]=[CH:27][CH:26]=3)[CH:17]=2)[C:11](=[O:14])[CH2:12][CH3:13])[CH:6]=[C:7]([F:9])[CH:8]=1)#[N:2], predict the reactants needed to synthesize it. The reactants are: [C:1]([C:3]1[CH:4]=[C:5]([N:10]([CH2:15][C:16]2[CH:21]=[CH:20][CH:19]=[C:18](I)[CH:17]=2)[C:11](=[O:14])[CH2:12][CH3:13])[CH:6]=[C:7]([F:9])[CH:8]=1)#[N:2].[N:23]1[CH:28]=[CH:27][C:26](B(O)O)=[CH:25][CH:24]=1.